Dataset: NCI-60 drug combinations with 297,098 pairs across 59 cell lines. Task: Regression. Given two drug SMILES strings and cell line genomic features, predict the synergy score measuring deviation from expected non-interaction effect. Cell line: SW-620. Synergy scores: CSS=2.70, Synergy_ZIP=-1.20, Synergy_Bliss=-3.15, Synergy_Loewe=-1.46, Synergy_HSA=-3.47. Drug 1: C1CC(=O)NC(=O)C1N2CC3=C(C2=O)C=CC=C3N. Drug 2: CC1CCCC2(C(O2)CC(NC(=O)CC(C(C(=O)C(C1O)C)(C)C)O)C(=CC3=CSC(=N3)C)C)C.